From a dataset of Forward reaction prediction with 1.9M reactions from USPTO patents (1976-2016). Predict the product of the given reaction. (1) Given the reactants [O:1]1[C:5]2[CH:6]=[CH:7][C:8]([C:10]3([C:13]([NH:15][C:16]4[CH:21]=[CH:20][C:19]([CH:22]([OH:31])[C:23]5[CH:28]=[CH:27][CH:26]=[CH:25][C:24]=5[O:29][CH3:30])=[CH:18][N:17]=4)=[O:14])[CH2:12][CH2:11]3)=[CH:9][C:4]=2[O:3][CH2:2]1.[CH:32]1([C:35](N)=[O:36])CC1, predict the reaction product. The product is: [O:1]1[C:5]2[CH:6]=[CH:7][C:8]([C:10]3([C:13]([NH:15][C:16]4[CH:21]=[CH:20][C:19]([CH:22]([O:31][CH2:32][CH2:35][OH:36])[C:23]5[CH:28]=[CH:27][CH:26]=[CH:25][C:24]=5[O:29][CH3:30])=[CH:18][N:17]=4)=[O:14])[CH2:12][CH2:11]3)=[CH:9][C:4]=2[O:3][CH2:2]1. (2) The product is: [Br:1][C:2]1[C:3]([F:16])=[CH:4][C:5]2[CH:11]3[CH2:12][CH:9]([CH2:10]3)[C:8](=[O:13])[C:7](=[O:19])[C:6]=2[CH:15]=1. Given the reactants [Br:1][C:2]1[C:3]([F:16])=[CH:4][C:5]2[CH:11]3[CH2:12][CH:9]([CH2:10]3)[C:8](=[O:13])[CH:7](Br)[C:6]=2[CH:15]=1.CS(C)=[O:19], predict the reaction product. (3) Given the reactants [CH3:1][C:2]1[CH:7]=[C:6]([NH2:8])[CH:5]=[C:4]([CH3:9])[N:3]=1.[Br:10]Br.[OH-].[Na+], predict the reaction product. The product is: [NH2:8][C:6]1[CH:5]=[C:4]([CH3:9])[N:3]=[C:2]([CH3:1])[C:7]=1[Br:10]. (4) Given the reactants [CH2:1]([O:3][C:4](=[O:16])[CH2:5][O:6][C:7]1[CH:12]=[CH:11][C:10]([Br:13])=[CH:9][C:8]=1[CH:14]=O)[CH3:2].[O-]CC.[Na+].S(=O)(=O)(O)O.[OH-].[Na+], predict the reaction product. The product is: [Br:13][C:10]1[CH:11]=[CH:12][C:7]2[O:6][C:5]([C:4]([O:3][CH2:1][CH3:2])=[O:16])=[CH:14][C:8]=2[CH:9]=1. (5) Given the reactants Br[CH2:2][C:3]1[C:7]2[CH:8]=[C:9]([F:12])[CH:10]=[CH:11][C:6]=2[O:5][C:4]=1[C:13]([O:15][CH3:16])=[O:14].[CH3:17][O-:18].[Na+].Cl, predict the reaction product. The product is: [F:12][C:9]1[CH:10]=[CH:11][C:6]2[O:5][C:4]([C:13]([O:15][CH3:16])=[O:14])=[C:3]([CH2:2][O:18][CH3:17])[C:7]=2[CH:8]=1. (6) Given the reactants [CH2:1]([O:3][C:4]([N:6]1[CH2:11][CH2:10][N:9]([C:12](=[O:40])[C@@H:13]([NH:23][C:24]([C:26]2[CH:30]=[C:29]([OH:31])[N:28]([C:32]3[CH:37]=[CH:36][C:35]([F:38])=[C:34]([F:39])[CH:33]=3)[N:27]=2)=[O:25])[CH2:14][CH2:15][C:16]([O:18][C:19]([CH3:22])([CH3:21])[CH3:20])=[O:17])[CH2:8][CH2:7]1)=[O:5])[CH3:2].Br[CH2:42][C:43]([O:45][CH2:46][C:47]1[CH:52]=[CH:51][CH:50]=[CH:49][CH:48]=1)=[O:44].C(=O)([O-])[O-].[Cs+].[Cs+], predict the reaction product. The product is: [CH2:1]([O:3][C:4]([N:6]1[CH2:7][CH2:8][N:9]([C:12](=[O:40])[C@@H:13]([NH:23][C:24]([C:26]2[CH:30]=[C:29]([O:31][CH2:42][C:43]([O:45][CH2:46][C:47]3[CH:52]=[CH:51][CH:50]=[CH:49][CH:48]=3)=[O:44])[N:28]([C:32]3[CH:37]=[CH:36][C:35]([F:38])=[C:34]([F:39])[CH:33]=3)[N:27]=2)=[O:25])[CH2:14][CH2:15][C:16]([O:18][C:19]([CH3:22])([CH3:21])[CH3:20])=[O:17])[CH2:10][CH2:11]1)=[O:5])[CH3:2].